Dataset: Forward reaction prediction with 1.9M reactions from USPTO patents (1976-2016). Task: Predict the product of the given reaction. (1) Given the reactants [F:1][C:2]1[CH:7]=[CH:6][C:5]([N:8]2[C:11](=[O:12])[C@H:10]([S:13][CH2:14][C:15]([C:17]3[CH:22]=[CH:21][C:20]([F:23])=[CH:19][CH:18]=3)=[O:16])[C@H:9]2[C:24]2[CH:38]=[CH:37][C:27]([O:28][CH2:29][C:30]([NH:32][CH2:33][C:34]([OH:36])=O)=[O:31])=[CH:26][CH:25]=2)=[CH:4][CH:3]=1.CN1CCOCC1.CN(C(ON1N=NC2C=CC=CC1=2)=[N+](C)C)C.[B-](F)(F)(F)F.[CH3:68][C:69]1[CH:82]=[CH:81][C:72]([CH2:73][S:74][CH2:75][C@H:76]([C:78]([OH:80])=[O:79])[NH2:77])=[CH:71][CH:70]=1, predict the reaction product. The product is: [F:1][C:2]1[CH:7]=[CH:6][C:5]([N:8]2[C:11](=[O:12])[C@H:10]([S:13][CH2:14][CH:15]([C:17]3[CH:22]=[CH:21][C:20]([F:23])=[CH:19][CH:18]=3)[OH:16])[C@H:9]2[C:24]2[CH:25]=[CH:26][C:27]([O:28][CH2:29][C:30]([NH:32][CH2:33][C:34]([NH:77][C@@H:76]([C:78]([OH:80])=[O:79])[CH2:75][S:74][CH2:73][C:72]3[CH:81]=[CH:82][C:69]([CH3:68])=[CH:70][CH:71]=3)=[O:36])=[O:31])=[CH:37][CH:38]=2)=[CH:4][CH:3]=1. (2) Given the reactants [CH:1]1([C:6]2([CH2:14][CH2:15][C:16]3[CH:21]=[CH:20][C:19]([C:22]([CH3:26])([CH3:25])[C:23]#[N:24])=[C:18]([F:27])[CH:17]=3)[CH2:11][C:10](=[O:12])[CH2:9][C:8](=[O:13])[O:7]2)[CH2:5][CH2:4][CH2:3][CH2:2]1.[CH3:28][C:29]1[CH:34]=[C:33]([CH3:35])[N:32]2[N:36]=[C:37]([CH:39]=O)[N:38]=[C:31]2[N:30]=1, predict the reaction product. The product is: [CH:1]1([C:6]2([CH2:14][CH2:15][C:16]3[CH:21]=[CH:20][C:19]([C:22]([CH3:25])([CH3:26])[C:23]#[N:24])=[C:18]([F:27])[CH:17]=3)[CH2:11][C:10]([OH:12])=[C:9]([CH2:39][C:37]3[N:38]=[C:31]4[N:30]=[C:29]([CH3:28])[CH:34]=[C:33]([CH3:35])[N:32]4[N:36]=3)[C:8](=[O:13])[O:7]2)[CH2:5][CH2:4][CH2:3][CH2:2]1.